Dataset: Forward reaction prediction with 1.9M reactions from USPTO patents (1976-2016). Task: Predict the product of the given reaction. (1) Given the reactants Cl.[NH2:2][C:3]1[CH:8]=[CH:7][C:6]([B:9]([OH:11])[OH:10])=[CH:5][CH:4]=1.C(=O)(O)[O-].[Na+].[F:17][C:18]1[CH:23]=[CH:22][C:21]([C@@H:24]([CH3:28])[C:25](O)=[O:26])=[CH:20][CH:19]=1.CN(C(ON1N=NC2C=CC=NC1=2)=[N+](C)C)C.F[P-](F)(F)(F)(F)F, predict the reaction product. The product is: [F:17][C:18]1[CH:19]=[CH:20][C:21]([C@@H:24]([CH3:28])[C:25]([NH:2][C:3]2[CH:8]=[CH:7][C:6]([B:9]([OH:11])[OH:10])=[CH:5][CH:4]=2)=[O:26])=[CH:22][CH:23]=1. (2) Given the reactants [C:1]([O:5][C:6]([NH:8][C@H:9]([CH2:29][C:30]1[CH:35]=[C:34]([F:36])[C:33]([F:37])=[CH:32][C:31]=1[F:38])[CH2:10][C:11]([N:13]1[CH2:18][CH2:17][N:16]2[C:19]([C:25]([F:28])([F:27])[F:26])=[N:20][C:21]([C:22](O)=[O:23])=[C:15]2[CH2:14]1)=[O:12])=[O:7])([CH3:4])([CH3:3])[CH3:2].[NH:39]1[CH2:44][CH2:43][O:42][CH2:41][CH2:40]1.O=C1N([ClH]P([ClH]N2CCOC2=O)=O)CCO1.C(N(CC)CC)C, predict the reaction product. The product is: [C:1]([O:5][C:6](=[O:7])[NH:8][C@H:9]([CH2:29][C:30]1[CH:35]=[C:34]([F:36])[C:33]([F:37])=[CH:32][C:31]=1[F:38])[CH2:10][C:11]([N:13]1[CH2:18][CH2:17][N:16]2[C:19]([C:25]([F:26])([F:27])[F:28])=[N:20][C:21]([C:22]([N:39]3[CH2:44][CH2:43][O:42][CH2:41][CH2:40]3)=[O:23])=[C:15]2[CH2:14]1)=[O:12])([CH3:3])([CH3:2])[CH3:4]. (3) Given the reactants C(OC([N:8]1[CH2:13][CH2:12][CH:11]([CH:14]2[C:27]3[CH:26]=[CH:25][C:24]([C:28]4[CH:29]=[N:30][CH:31]=[CH:32][CH:33]=4)=[CH:23][C:22]=3[S:21][C:20]3[C:15]2=[CH:16][CH:17]=[CH:18][C:19]=3[O:34][CH3:35])[CH2:10][CH2:9]1)=O)(C)(C)C.C(O)(C(F)(F)F)=O, predict the reaction product. The product is: [CH3:35][O:34][C:19]1[CH:18]=[CH:17][CH:16]=[C:15]2[C:20]=1[S:21][C:22]1[CH:23]=[C:24]([C:28]3[CH:29]=[N:30][CH:31]=[CH:32][CH:33]=3)[CH:25]=[CH:26][C:27]=1[CH:14]2[CH:11]1[CH2:10][CH2:9][NH:8][CH2:13][CH2:12]1. (4) The product is: [F:1][C:2]([F:16])([F:17])[C:3]1[CH:8]=[CH:7][C:6]([C:9]2[CH:14]=[CH:13][C:12]3[N:15]=[C:19]([NH2:20])[S:18][C:11]=3[CH:10]=2)=[CH:5][CH:4]=1. Given the reactants [F:1][C:2]([F:17])([F:16])[C:3]1[CH:8]=[CH:7][C:6]([C:9]2[CH:14]=[CH:13][C:12]([NH2:15])=[CH:11][CH:10]=2)=[CH:5][CH:4]=1.[S-:18][C:19]#[N:20].[K+].BrBr.[NH4+].[OH-], predict the reaction product. (5) Given the reactants Cl.[NH2:2][C@@H:3]([C:5]1[CH:13]=[CH:12][C:8]([C:9]([OH:11])=[O:10])=[CH:7][CH:6]=1)[CH3:4].S(=O)(=O)(O)O.[CH3:19]O, predict the reaction product. The product is: [NH2:2][C@@H:3]([C:5]1[CH:13]=[CH:12][C:8]([C:9]([O:11][CH3:19])=[O:10])=[CH:7][CH:6]=1)[CH3:4]. (6) The product is: [Cl:14][C:15]1[CH:24]=[CH:23][CH:22]=[C:21]([F:25])[C:16]=1[CH:17]([N:18]([CH3:20])[CH3:19])[C:6]1[C:5]2[C:9](=[CH:10][CH:11]=[CH:12][C:4]=2[N+:1]([O-:3])=[O:2])[NH:8][CH:7]=1. Given the reactants [N+:1]([C:4]1[CH:12]=[CH:11][CH:10]=[C:9]2[C:5]=1[CH:6]=[CH:7][NH:8]2)([O-:3])=[O:2].[Cl-].[Cl:14][C:15]1[CH:24]=[CH:23][CH:22]=[C:21]([F:25])[C:16]=1[CH:17]=[N+:18]([CH3:20])[CH3:19].ClC1C=CC=C(F)C=1C=O.CNC, predict the reaction product. (7) Given the reactants [CH3:1][C:2]1([CH3:18])[C:14]2[CH:13]=[C:12](B(O)O)[CH:11]=[CH:10][C:9]=2[C:8]2[C:3]1=[CH:4][CH:5]=[CH:6][CH:7]=2.[Br:19][C:20]1[CH:29]=[CH:28][C:27]2[C:22](=[CH:23][CH:24]=[C:25](Br)[CH:26]=2)[CH:21]=1.C1(C)C=CC=CC=1.C(=O)([O-])[O-].[Na+].[Na+], predict the reaction product. The product is: [Br:19][C:20]1[CH:21]=[C:22]2[C:27](=[CH:28][CH:29]=1)[CH:26]=[C:25]([C:12]1[CH:11]=[CH:10][C:9]3[C:8]4[C:3](=[CH:4][CH:5]=[CH:6][CH:7]=4)[C:2]([CH3:1])([CH3:18])[C:14]=3[CH:13]=1)[CH:24]=[CH:23]2.